This data is from Forward reaction prediction with 1.9M reactions from USPTO patents (1976-2016). The task is: Predict the product of the given reaction. (1) Given the reactants [Cl:1][C:2]1[CH:9]=[CH:8][C:5]([CH:6]=[CH2:7])=[CH:4][CH:3]=1.[N+](=[CH:12][C:13]([O:15][CH2:16][CH3:17])=[O:14])=[N-], predict the reaction product. The product is: [CH2:16]([O:15][C:13]([CH:12]1[CH2:7][CH:6]1[C:5]1[CH:8]=[CH:9][C:2]([Cl:1])=[CH:3][CH:4]=1)=[O:14])[CH3:17]. (2) Given the reactants [NH2:1][C:2]1[CH:10]=[CH:9][C:5]([C:6]([OH:8])=O)=[CH:4][CH:3]=1.[NH2:11][CH:12]1[CH2:17][CH2:16][N:15]([CH3:18])[CH2:14][CH2:13]1.CCN(C(C)C)C(C)C.CN(C(ON1N=NC2C=CC=NC1=2)=[N+](C)C)C.F[P-](F)(F)(F)(F)F, predict the reaction product. The product is: [NH2:1][C:2]1[CH:3]=[CH:4][C:5]([C:6]([NH:11][CH:12]2[CH2:17][CH2:16][N:15]([CH3:18])[CH2:14][CH2:13]2)=[O:8])=[CH:9][CH:10]=1. (3) The product is: [Cl:1][C:2]1[CH:3]=[C:4]([CH:7]=[CH:8][C:9]=1[Cl:10])[CH2:5][NH:6][C:18]1[CH:19]=[N:20][CH:21]=[CH:12][C:13]=1[C:14]([O:16][CH3:17])=[O:15]. Given the reactants [Cl:1][C:2]1[CH:3]=[C:4]([CH:7]=[CH:8][C:9]=1[Cl:10])[CH2:5][NH2:6].Br[C:12]1[CH:21]=[N:20][CH:19]=[CH:18][C:13]=1[C:14]([O:16][CH3:17])=[O:15], predict the reaction product.